This data is from Full USPTO retrosynthesis dataset with 1.9M reactions from patents (1976-2016). The task is: Predict the reactants needed to synthesize the given product. (1) Given the product [C:4]([C:3]1[CH:6]=[CH:7][C:8]([N+:10]([O-:12])=[O:11])=[CH:9][C:2]=1[O:1][CH2:20][CH2:21][CH2:22][NH:23][C:24](=[O:30])[O:25][C:26]([CH3:29])([CH3:28])[CH3:27])#[N:5], predict the reactants needed to synthesize it. The reactants are: [OH:1][C:2]1[CH:9]=[C:8]([N+:10]([O-:12])=[O:11])[CH:7]=[CH:6][C:3]=1[C:4]#[N:5].C(=O)([O-])[O-].[Cs+].[Cs+].Br[CH2:20][CH2:21][CH2:22][NH:23][C:24](=[O:30])[O:25][C:26]([CH3:29])([CH3:28])[CH3:27]. (2) Given the product [CH2:1]([N:3]([CH:4]([CH3:13])[C:5](=[O:6])[C:7]1[CH:12]=[CH:11][CH:10]=[CH:9][CH:8]=1)[S:22]([CH2:19][CH2:20][CH3:21])(=[O:24])=[O:23])[CH3:2], predict the reactants needed to synthesize it. The reactants are: [CH2:1]([NH:3][CH:4]([CH3:13])[C:5]([C:7]1[CH:12]=[CH:11][CH:10]=[CH:9][CH:8]=1)=[O:6])[CH3:2].C([O-])(O)=O.[Na+].[CH2:19]([S:22](Cl)(=[O:24])=[O:23])[CH2:20][CH3:21]. (3) Given the product [Cl:1][C:2]1[C:3]2[CH2:11][CH2:12][N:13]([CH3:14])[CH2:15][C:16](=[O:18])[NH:8][C:4]=2[CH:5]=[CH:6][CH:7]=1, predict the reactants needed to synthesize it. The reactants are: [Cl:1][C:2]1[CH:7]=[CH:6][CH:5]=[C:4]([N+:8]([O-])=O)[C:3]=1[CH2:11][CH2:12][N:13]([CH2:15][C:16]([OH:18])=O)[CH3:14].[H][H].C1(N=C=NC2CCCCC2)CCCCC1.